From a dataset of Forward reaction prediction with 1.9M reactions from USPTO patents (1976-2016). Predict the product of the given reaction. (1) Given the reactants [Cl:1][C:2]1[CH:3]=[C:4]2[C:8](=[CH:9][CH:10]=1)[NH:7][C:6]([CH:11]=[CH:12][CH2:13][CH2:14][CH2:15][CH2:16][CH3:17])=[CH:5]2.[H][H], predict the reaction product. The product is: [Cl:1][C:2]1[CH:3]=[C:4]2[C:8](=[CH:9][CH:10]=1)[NH:7][C:6]([CH2:11][CH2:12][CH2:13][CH2:14][CH2:15][CH2:16][CH3:17])=[CH:5]2. (2) Given the reactants [CH2:1]1[CH2:10][O:9][C:8]2[CH:7]=[CH:6][C:5]([NH:11][C:12]3[C:17]([F:18])=[CH:16][N:15]=[C:14]([NH:19][C:20]4[CH:25]=[CH:24][CH:23]=[C:22]([O:26][CH2:27][CH2:28][NH:29][CH3:30])[CH:21]=4)[N:13]=3)=[CH:4][C:3]=2[O:2]1.[ClH:31], predict the reaction product. The product is: [ClH:31].[CH2:1]1[CH2:10][O:9][C:8]2[CH:7]=[CH:6][C:5]([NH:11][C:12]3[C:17]([F:18])=[CH:16][N:15]=[C:14]([NH:19][C:20]4[CH:25]=[CH:24][CH:23]=[C:22]([O:26][CH2:27][CH2:28][NH:29][CH3:30])[CH:21]=4)[N:13]=3)=[CH:4][C:3]=2[O:2]1.